From a dataset of Aqueous solubility values for 9,982 compounds from the AqSolDB database. Regression/Classification. Given a drug SMILES string, predict its absorption, distribution, metabolism, or excretion properties. Task type varies by dataset: regression for continuous measurements (e.g., permeability, clearance, half-life) or binary classification for categorical outcomes (e.g., BBB penetration, CYP inhibition). For this dataset (solubility_aqsoldb), we predict Y. (1) The compound is CC(=O)CCc1ccc(O)cc1. The Y is -1.55 log mol/L. (2) The compound is C=C(C)C(=O)OCC[N+](C)(C)CCCS(=O)(=O)[O-]. The Y is 0.963 log mol/L. (3) The Y is -5.68 log mol/L. The drug is CCOC(=O)C1=C(C)NC(C)=C(C(=O)OC)C1c1cccc(Cl)c1Cl. (4) The drug is CCCC(C)(O)CC. The Y is -1.00 log mol/L. (5) The Y is -0.600 log mol/L. The compound is NNC(=O)c1ccc2c(c1)OCO2. (6) The drug is O=c1nc[nH]c2nc(-c3ccccc3)c(-c3ccccc3)nc12. The Y is -3.18 log mol/L.